This data is from Peptide-MHC class I binding affinity with 185,985 pairs from IEDB/IMGT. The task is: Regression. Given a peptide amino acid sequence and an MHC pseudo amino acid sequence, predict their binding affinity value. This is MHC class I binding data. The binding affinity (normalized) is 0. The MHC is HLA-B44:03 with pseudo-sequence HLA-B44:03. The peptide sequence is SDMDTATET.